Dataset: Reaction yield outcomes from USPTO patents with 853,638 reactions. Task: Predict the reaction yield, written as a fraction of the theoretical maximum amount of product (1.0 means a 100% yield; for example, 0.34 means a 34% yield). The reactants are [C:1](Cl)(=[O:8])[C:2]1[CH:7]=[CH:6][CH:5]=[CH:4][CH:3]=1.[CH:10]1[C:15]([OH:16])=[CH:14][CH:13]=[CH:12][C:11]=1[CH3:17].CN1CCOCC1. The catalyst is C(Cl)Cl. The product is [C:1]([O:16][C:15]1[CH:10]=[C:11]([CH3:17])[CH:12]=[CH:13][CH:14]=1)(=[O:8])[C:2]1[CH:7]=[CH:6][CH:5]=[CH:4][CH:3]=1. The yield is 0.490.